This data is from Catalyst prediction with 721,799 reactions and 888 catalyst types from USPTO. The task is: Predict which catalyst facilitates the given reaction. (1) Reactant: [CH2:1]([O:8][C:9]1[CH:10]=[C:11]([CH:13]=[CH:14][CH:15]=1)[NH2:12])[C:2]1[CH:7]=[CH:6][CH:5]=[CH:4][CH:3]=1.[H-].[Na+].Cl[C:19]1[N:24]=[C:23]([S:25][CH3:26])[N:22]=[C:21]([N:27]([CH3:29])[CH3:28])[CH:20]=1. Product: [CH2:1]([O:8][C:9]1[CH:10]=[C:11]([NH:12][C:19]2[CH:20]=[C:21]([N:27]([CH3:28])[CH3:29])[N:22]=[C:23]([S:25][CH3:26])[N:24]=2)[CH:13]=[CH:14][CH:15]=1)[C:2]1[CH:3]=[CH:4][CH:5]=[CH:6][CH:7]=1. The catalyst class is: 7. (2) Reactant: [C:1]([O:5][C:6]([NH:8][C@@H:9]([C:15]([NH:17][C@H:18]([C:26]([O:28]C)=[O:27])[CH2:19][C:20]1[CH:21]=[N:22][CH:23]=[CH:24][CH:25]=1)=[O:16])[CH2:10][Si:11]([CH3:14])([CH3:13])[CH3:12])=[O:7])([CH3:4])([CH3:3])[CH3:2].O.[OH-].[Li+]. Product: [C:1]([O:5][C:6]([NH:8][C@@H:9]([C:15]([NH:17][C@H:18]([C:26]([OH:28])=[O:27])[CH2:19][C:20]1[CH:21]=[N:22][CH:23]=[CH:24][CH:25]=1)=[O:16])[CH2:10][Si:11]([CH3:14])([CH3:12])[CH3:13])=[O:7])([CH3:4])([CH3:2])[CH3:3]. The catalyst class is: 20. (3) Reactant: [NH2:1][C:2]1[CH:10]=[CH:9][C:5]([C:6]([NH2:8])=[O:7])=[CH:4][C:3]=1Br.[CH3:12][C:13]1([CH3:28])[CH2:18][CH2:17][C:16](B2OC(C)(C)C(C)(C)O2)=[CH:15][CH2:14]1. Product: [NH2:1][C:2]1[CH:10]=[CH:9][C:5]([C:6]([NH2:8])=[O:7])=[CH:4][C:3]=1[C:16]1[CH2:17][CH2:18][C:13]([CH3:28])([CH3:12])[CH2:14][CH:15]=1. The catalyst class is: 100. (4) Reactant: Br[C:2]1[N:7]=[N:6][C:5]([O:8][CH2:9][C:10]([N:12]2[CH2:17][CH2:16][CH2:15][CH2:14][CH2:13]2)=[O:11])=[CH:4][CH:3]=1.[F:18][C:19]1[CH:24]=[CH:23][C:22](B(O)O)=[CH:21][CH:20]=1.C(=O)([O-])[O-].[Na+].[Na+]. Product: [F:18][C:19]1[CH:24]=[CH:23][C:22]([C:2]2[N:7]=[N:6][C:5]([O:8][CH2:9][C:10]([N:12]3[CH2:17][CH2:16][CH2:15][CH2:14][CH2:13]3)=[O:11])=[CH:4][CH:3]=2)=[CH:21][CH:20]=1. The catalyst class is: 104.